From a dataset of Peptide-MHC class I binding affinity with 185,985 pairs from IEDB/IMGT. Regression. Given a peptide amino acid sequence and an MHC pseudo amino acid sequence, predict their binding affinity value. This is MHC class I binding data. (1) The peptide sequence is EAAAATCAL. The MHC is HLA-A68:02 with pseudo-sequence HLA-A68:02. The binding affinity (normalized) is 1.00. (2) The peptide sequence is IMRMRFKKG. The MHC is HLA-B08:01 with pseudo-sequence HLA-B08:01. The binding affinity (normalized) is 0.618.